This data is from Catalyst prediction with 721,799 reactions and 888 catalyst types from USPTO. The task is: Predict which catalyst facilitates the given reaction. (1) Reactant: [F:1][C:2]1[CH:7]=[CH:6][CH:5]=[C:4]([F:8])[C:3]=1[CH:9]1[O:13][N:12]=[C:11]([C:14]2[N:15]=[C:16]([CH:19]3[CH2:24][CH2:23][NH:22][CH2:21][CH2:20]3)[S:17][CH:18]=2)[CH2:10]1.C(N(CC)C(C)C)(C)C.[Cl:34][CH2:35][C:36](Cl)=[O:37].O. Product: [Cl:34][CH2:35][C:36]([N:22]1[CH2:23][CH2:24][CH:19]([C:16]2[S:17][CH:18]=[C:14]([C:11]3[CH2:10][CH:9]([C:3]4[C:4]([F:8])=[CH:5][CH:6]=[CH:7][C:2]=4[F:1])[O:13][N:12]=3)[N:15]=2)[CH2:20][CH2:21]1)=[O:37]. The catalyst class is: 2. (2) Reactant: C([O:3][C:4](=[O:34])[C:5]1[CH:10]=[CH:9][CH:8]=[C:7]([N:11]2[C:15]([CH3:16])=[CH:14][CH:13]=[C:12]2[C:17]2[CH:22]=[C:21]([Cl:23])[CH:20]=[CH:19][C:18]=2[O:24][CH2:25][C:26]2[CH:31]=[CH:30][C:29]([F:32])=[CH:28][C:27]=2[Cl:33])[CH:6]=1)C.[OH-].[Na+].CCO. Product: [Cl:23][C:21]1[CH:20]=[CH:19][C:18]([O:24][CH2:25][C:26]2[CH:31]=[CH:30][C:29]([F:32])=[CH:28][C:27]=2[Cl:33])=[C:17]([C:12]2[N:11]([C:7]3[CH:6]=[C:5]([CH:10]=[CH:9][CH:8]=3)[C:4]([OH:34])=[O:3])[C:15]([CH3:16])=[CH:14][CH:13]=2)[CH:22]=1. The catalyst class is: 25. (3) Reactant: Cl.[NH2:2][C:3]1(O)[CH2:8][CH2:7][CH2:6][CH2:5][CH2:4]1.[CH2:10](N(CC)CC)C.[C:17]1(=O)[O:22][C:20](=[O:21])[C:19]2=[CH:23][CH:24]=[CH:25][CH:26]=[C:18]12. Product: [CH2:10]=[C:6]1[CH2:7][CH2:8][CH:3]([N:2]2[C:20](=[O:21])[C:19]3[C:18](=[CH:26][CH:25]=[CH:24][CH:23]=3)[C:17]2=[O:22])[CH2:4][CH2:5]1. The catalyst class is: 11. (4) Reactant: [H-].[Na+].[NH2:3][C:4]1[CH:9]=[N:8][CH:7]=[CH:6][N:5]=1.[C:10](=O)([O:18]C1C=CC=CC=1)[O:11][C:12]1[CH:17]=[CH:16][CH:15]=[CH:14][CH:13]=1.Cl. Product: [C:12]1([O:11][C:10](=[O:18])[NH:3][C:4]2[CH:9]=[N:8][CH:7]=[CH:6][N:5]=2)[CH:17]=[CH:16][CH:15]=[CH:14][CH:13]=1. The catalyst class is: 1. (5) Reactant: Br[C:2]1[C:10]2[N:9]=[CH:8][N:7]([CH2:11][O:12][CH2:13][CH2:14][Si:15]([CH3:18])([CH3:17])[CH3:16])[C:6]=2[CH:5]=[CH:4][CH:3]=1.[CH2:19]1[C:28]2[C:23](=[CH:24][CH:25]=[CH:26][CH:27]=2)[CH2:22][CH2:21][N:20]1[CH2:29][CH:30]([OH:48])[CH2:31][O:32][C:33]1[CH:38]=[CH:37][CH:36]=[C:35](B2OC(C)(C)C(C)(C)O2)[CH:34]=1.C([O-])([O-])=O.[Na+].[Na+]. Product: [CH2:19]1[C:28]2[C:23](=[CH:24][CH:25]=[CH:26][CH:27]=2)[CH2:22][CH2:21][N:20]1[CH2:29][CH:30]([OH:48])[CH2:31][O:32][C:33]1[CH:38]=[CH:37][CH:36]=[C:35]([C:2]2[C:10]3[N:9]=[CH:8][N:7]([CH2:11][O:12][CH2:13][CH2:14][Si:15]([CH3:18])([CH3:17])[CH3:16])[C:6]=3[CH:5]=[CH:4][CH:3]=2)[CH:34]=1. The catalyst class is: 117. (6) Reactant: [Cl:1][C:2]1[C:11]2[C:6](=[CH:7][C:8]([S:12]([N:15]([CH2:26][CH2:27][O:28][CH:29]3[CH2:34][CH2:33][CH2:32][CH2:31][O:30]3)[C:16]3([C:21]([O:23]CC)=[O:22])[CH2:20][CH2:19][CH2:18][CH2:17]3)(=[O:14])=[O:13])=[CH:9][CH:10]=2)[C:5]([NH:35][C:36]([NH2:38])=[NH:37])=[N:4][CH:3]=1.[OH-].[Na+]. Product: [Cl:1][C:2]1[C:11]2[C:6](=[CH:7][C:8]([S:12]([N:15]([CH2:26][CH2:27][O:28][CH:29]3[CH2:34][CH2:33][CH2:32][CH2:31][O:30]3)[C:16]3([C:21]([OH:23])=[O:22])[CH2:20][CH2:19][CH2:18][CH2:17]3)(=[O:13])=[O:14])=[CH:9][CH:10]=2)[C:5]([NH:35][C:36]([NH2:38])=[NH:37])=[N:4][CH:3]=1. The catalyst class is: 5. (7) Reactant: [CH2:1]([O:3][C:4]([N:6]1[CH2:11][CH2:10][N:9]([C:12](=[O:40])[C@@H:13]([NH:23][C:24]([C:26]2[CH:30]=[C:29]([OH:31])[N:28]([C:32]3[CH:37]=[CH:36][CH:35]=[C:34]([O:38][CH3:39])[CH:33]=3)[N:27]=2)=[O:25])[CH2:14][CH2:15][C:16]([O:18][C:19]([CH3:22])([CH3:21])[CH3:20])=[O:17])[CH2:8][CH2:7]1)=[O:5])[CH3:2].C(=O)([O-])[O-].[Cs+].[Cs+].[CH2:47]([O:49][C:50](=[O:53])[CH2:51]Br)[CH3:48]. Product: [CH2:1]([O:3][C:4]([N:6]1[CH2:11][CH2:10][N:9]([C:12](=[O:40])[C@@H:13]([NH:23][C:24]([C:26]2[CH:30]=[C:29]([O:31][CH2:51][C:50]([O:49][CH2:47][CH3:48])=[O:53])[N:28]([C:32]3[CH:37]=[CH:36][CH:35]=[C:34]([O:38][CH3:39])[CH:33]=3)[N:27]=2)=[O:25])[CH2:14][CH2:15][C:16]([O:18][C:19]([CH3:21])([CH3:22])[CH3:20])=[O:17])[CH2:8][CH2:7]1)=[O:5])[CH3:2]. The catalyst class is: 18. (8) Reactant: [CH2:1]([O:3][C@@H:4]([CH2:10][C:11]1[CH:16]=[CH:15][C:14]([OH:17])=[CH:13][CH:12]=1)[C:5]([O:7][CH2:8][CH3:9])=[O:6])[CH3:2].[I:18][C:19]1[CH:20]=[C:21]([CH2:25]O)[CH:22]=[CH:23][CH:24]=1.C(P(CCCC)CCCC)CCC.N(C(OC(C)C)=O)=NC(OC(C)C)=O. Product: [CH2:1]([O:3][C@@H:4]([CH2:10][C:11]1[CH:12]=[CH:13][C:14]([O:17][CH2:25][C:21]2[CH:22]=[CH:23][CH:24]=[C:19]([I:18])[CH:20]=2)=[CH:15][CH:16]=1)[C:5]([O:7][CH2:8][CH3:9])=[O:6])[CH3:2]. The catalyst class is: 7. (9) Reactant: C(=O)([O-])[O-].[K+].[K+].C(O)(CC)(C)C.C(O)CO.[CH:17]([C:20]1[CH:25]=[CH:24][CH:23]=[CH:22][C:21]=1I)([CH3:19])[CH3:18].[CH:27]([C:30]1[CH:35]=[CH:34][CH:33]=[CH:32][C:31]=1[SH:36])([CH3:29])[CH3:28].CCCCCCCCCCCC. Product: [CH:17]([C:20]1[CH:25]=[CH:24][CH:23]=[CH:22][C:21]=1[S:36][C:31]1[CH:32]=[CH:33][CH:34]=[CH:35][C:30]=1[CH:27]([CH3:29])[CH3:28])([CH3:19])[CH3:18]. The catalyst class is: 13.